From a dataset of Forward reaction prediction with 1.9M reactions from USPTO patents (1976-2016). Predict the product of the given reaction. (1) Given the reactants [Cl:1][C:2]1[CH:7]=[CH:6][C:5]([C:8]2[N:12]([CH2:13][C@H:14]([OH:19])[C:15]([F:18])([F:17])[F:16])[C:11](=[O:20])[N:10]([CH2:21][C:22]([NH:24][C@@:25]([C:30]3[CH:35]=[CH:34][CH:33]=[C:32]([C:36]([F:39])([F:38])[F:37])[CH:31]=3)([CH3:29])[C:26](O)=[O:27])=[O:23])[N:9]=2)=[CH:4][CH:3]=1.C(Cl)CCl.C1C=CC2N(O)[N:51]=[N:50]C=2C=1.O.NN.C1CCCCC=1.Cl, predict the reaction product. The product is: [Cl:1][C:2]1[CH:3]=[CH:4][C:5]([C:8]2[N:12]([CH2:13][C@H:14]([OH:19])[C:15]([F:18])([F:17])[F:16])[C:11](=[O:20])[N:10]([CH2:21][C:22]([NH:24][C@@:25]([C:30]3[CH:35]=[CH:34][CH:33]=[C:32]([C:36]([F:39])([F:38])[F:37])[CH:31]=3)([CH3:29])[C:26]([NH:50][NH2:51])=[O:27])=[O:23])[N:9]=2)=[CH:6][CH:7]=1. (2) Given the reactants Cl.[NH2:2][CH2:3][C:4]1[N:5]=[C:6]([NH:9][C:10]([NH:12][CH2:13][C:14]2[C:19]([O:20][CH3:21])=[CH:18][CH:17]=[CH:16][C:15]=2[O:22][CH3:23])=[NH:11])[S:7][CH:8]=1.[C:24](Cl)(=[O:31])[C:25]1[CH:30]=[CH:29][CH:28]=[CH:27][CH:26]=1.CN1CCOCC1, predict the reaction product. The product is: [CH3:21][O:20][C:19]1[CH:18]=[CH:17][CH:16]=[C:15]([O:22][CH3:23])[C:14]=1[CH2:13][NH:12][C:10]([NH:9][C:6]1[S:7][CH:8]=[C:4]([CH2:3][NH:2][C:24](=[O:31])[C:25]2[CH:30]=[CH:29][CH:28]=[CH:27][CH:26]=2)[N:5]=1)=[NH:11]. (3) Given the reactants [NH2:1][CH2:2][C:3]1[CH:4]=[C:5]([C:9]2[C:10]([OH:20])=[CH:11][CH:12]=[C:13]([C:15]3[NH:19][N:18]=[N:17][N:16]=3)[CH:14]=2)[CH:6]=[CH:7][CH:8]=1.C(N(CC)CC)C.[C:28]([N:32]=[C:33]=[O:34])([CH3:31])([CH3:30])[CH3:29].[C:35](OCC)(=[O:37])C, predict the reaction product. The product is: [C:28]([NH:32][C:33]([NH:1][CH2:2][C:3]1[CH:4]=[C:5]([C:9]2[CH:14]=[C:13]([C:15]3[NH:19][N:18]=[N:17][N:16]=3)[CH:12]=[C:11]([CH:35]=[O:37])[C:10]=2[OH:20])[CH:6]=[CH:7][CH:8]=1)=[O:34])([CH3:31])([CH3:30])[CH3:29]. (4) Given the reactants [C:1]1([CH:8]=[CH:7][C:5]([OH:6])=[CH:4][CH:3]=1)[OH:2].[C:9](OC(=O)C)(=[O:11])[CH3:10], predict the reaction product. The product is: [C:9]([C:3]1[CH:4]=[C:5]([OH:6])[CH:7]=[CH:8][C:1]=1[OH:2])(=[O:11])[CH3:10].